From a dataset of Forward reaction prediction with 1.9M reactions from USPTO patents (1976-2016). Predict the product of the given reaction. Given the reactants [Cl:1][C:2]1[CH:3]=[C:4]([C:9]2[CH2:13][CH2:12][C@:11]([C:17]3[CH:22]=[CH:21][CH:20]=[C:19]([F:23])[C:18]=3[CH3:24])([C:14](O)=[O:15])[CH:10]=2)[C:5]([CH3:8])=[N:6][CH:7]=1.CN(C(F)=[N+](C)C)C.F[P-](F)(F)(F)(F)F.CCN(CC)CC.O1CCCCC1[O:53][NH2:54].Cl, predict the reaction product. The product is: [Cl:1][C:2]1[CH:3]=[C:4]([C:9]2[CH2:13][CH2:12][C@:11]([C:17]3[CH:22]=[CH:21][CH:20]=[C:19]([F:23])[C:18]=3[CH3:24])([C:14]([NH:54][OH:53])=[O:15])[CH:10]=2)[C:5]([CH3:8])=[N:6][CH:7]=1.